Dataset: Catalyst prediction with 721,799 reactions and 888 catalyst types from USPTO. Task: Predict which catalyst facilitates the given reaction. (1) Reactant: Br[C:2](Br)=[CH:3][C:4]1[C:12]([CH3:13])=[CH:11][C:10]([CH3:14])=[C:9]2[C:5]=1[CH:6]=[CH:7][N:8]2[S:15]([C:18]1[CH:24]=[CH:23][C:21]([CH3:22])=[CH:20][CH:19]=1)(=[O:17])=[O:16].[NH2:26][C:27]1[CH:28]=[C:29]([CH:32]=[CH:33][C:34]=1[NH2:35])[C:30]#[N:31].C1N2CCN(CC2)C1. Product: [CH3:13][C:12]1[C:4]([CH2:3][C:2]2[NH:35][C:34]3[CH:33]=[CH:32][C:29]([C:30]#[N:31])=[CH:28][C:27]=3[N:26]=2)=[C:5]2[C:9](=[C:10]([CH3:14])[CH:11]=1)[N:8]([S:15]([C:18]1[CH:24]=[CH:23][C:21]([CH3:22])=[CH:20][CH:19]=1)(=[O:16])=[O:17])[CH:7]=[CH:6]2. The catalyst class is: 37. (2) Reactant: O1C2C=CC=CC=2OB1.[Br:10][C:11]1[C:12]([N:27]2[CH2:30][CH:29]([CH:31]([CH3:33])[CH3:32])[CH2:28]2)=[C:13]([C:19](=[O:26])[C:20]([O:22][CH:23]([CH3:25])[CH3:24])=[O:21])[C:14]([CH3:18])=[N:15][C:16]=1[CH3:17].CB1N2CCC[C@@H]2C(C2C=CC=CC=2)(C2C=CC=CC=2)O1. Product: [Br:10][C:11]1[C:12]([N:27]2[CH2:30][CH:29]([CH:31]([CH3:33])[CH3:32])[CH2:28]2)=[C:13]([C@H:19]([OH:26])[C:20]([O:22][CH:23]([CH3:25])[CH3:24])=[O:21])[C:14]([CH3:18])=[N:15][C:16]=1[CH3:17]. The catalyst class is: 11.